Dataset: CYP3A4 inhibition data for predicting drug metabolism from PubChem BioAssay. Task: Regression/Classification. Given a drug SMILES string, predict its absorption, distribution, metabolism, or excretion properties. Task type varies by dataset: regression for continuous measurements (e.g., permeability, clearance, half-life) or binary classification for categorical outcomes (e.g., BBB penetration, CYP inhibition). Dataset: cyp3a4_veith. (1) The molecule is CCc1ccccc1NC(=O)c1ccc(F)c(S(=O)(=O)N2CCC(C(N)=O)CC2)c1. The result is 1 (inhibitor). (2) The result is 0 (non-inhibitor). The molecule is CC(C)n1c(N2CCN(C(=O)Nc3ccccc3)CC2)nc2ccccc21. (3) The drug is COc1ccc2[nH]c3c(c2c1)CCNC3. The result is 0 (non-inhibitor). (4) The compound is CCOc1cc(/C=N/NC(=O)CNc2cccc(C)c2)ccc1OC(=O)c1ccccc1. The result is 0 (non-inhibitor). (5) The drug is Cn1c(OCc2ccc3c(c2)OCO3)nc2c1c(=O)n(Cc1ccc(Cl)c(Cl)c1)c(=O)n2C. The result is 1 (inhibitor). (6) The result is 1 (inhibitor). The drug is Clc1ccc(/C=N/Nc2nnc(-c3ncc[nH]3)c3ccccc23)cc1. (7) The drug is Cc1ccc(-n2c(-c3ccccc3)cc(=O)nc2C)cc1. The result is 0 (non-inhibitor).